From a dataset of Catalyst prediction with 721,799 reactions and 888 catalyst types from USPTO. Predict which catalyst facilitates the given reaction. (1) Reactant: [Cl-].O[C:3]1[CH:4]=[C:5]([C:9](=[O:12])[CH2:10][NH3+:11])[CH:6]=[CH:7][CH:8]=1.[CH:13]1([C:19]([CH3:24])([CH3:23])[C:20](Cl)=[O:21])[CH2:18][CH2:17][CH2:16][CH2:15][CH2:14]1.C(N(CC)CC)C. Product: [CH:13]1([C:19]([CH3:24])([CH3:23])[C:20]([NH:11][CH2:10][C:9](=[O:12])[C:5]2[CH:6]=[CH:7][CH:8]=[CH:3][CH:4]=2)=[O:21])[CH2:18][CH2:17][CH2:16][CH2:15][CH2:14]1. The catalyst class is: 2. (2) Reactant: [N+:1]([C:4]1[CH:13]=[CH:12][CH:11]=[C:10]2[C:5]=1[CH:6]=[CH:7][C:8]([CH:14]=[CH2:15])=[N:9]2)([O-])=O.C(=O)([O-])[O-].[Na+].[Na+]. Product: [CH2:14]([C:8]1[CH:7]=[CH:6][C:5]2[C:10](=[CH:11][CH:12]=[CH:13][C:4]=2[NH2:1])[N:9]=1)[CH3:15]. The catalyst class is: 78. (3) Reactant: CS(O[CH:6]1[CH2:10][CH2:9][CH:8]([O:11][C:12]2[CH:17]=[CH:16][C:15]([N:18]3[C:27](=[O:28])[C:26]4[C:21](=[CH:22][CH:23]=[CH:24][CH:25]=4)[N:20]=[C:19]3[CH3:29])=[CH:14][CH:13]=2)[CH2:7]1)(=O)=O.[NH:30]1[CH2:34][CH2:33][CH2:32][CH2:31]1.C(=O)([O-])[O-].[K+].[K+].O. Product: [CH3:29][C:19]1[N:18]([C:15]2[CH:16]=[CH:17][C:12]([O:11][CH:8]3[CH2:9][CH2:10][CH:6]([N:30]4[CH2:34][CH2:33][CH2:32][CH2:31]4)[CH2:7]3)=[CH:13][CH:14]=2)[C:27](=[O:28])[C:26]2[C:21](=[CH:22][CH:23]=[CH:24][CH:25]=2)[N:20]=1. The catalyst class is: 9. (4) Reactant: [CH2:1]([O:3][C:4]1[CH:9]=[CH:8][CH:7]=[CH:6][C:5]=1[C:10](=[O:27])[CH2:11][CH2:12][C:13]1[N:14]=[C:15]([C:18]2[CH:23]=[CH:22][C:21]([O:24][CH3:25])=[C:20]([OH:26])[CH:19]=2)[O:16][CH:17]=1)[CH3:2].N12CCCN=C1CC[CH2:31][CH2:30][CH2:29]2.C(Br)C=C. Product: [CH2:31]([O:26][C:20]1[CH:19]=[C:18]([C:15]2[O:16][CH:17]=[C:13]([CH2:12][CH2:11][C:10]([C:5]3[CH:6]=[CH:7][CH:8]=[CH:9][C:4]=3[O:3][CH2:1][CH3:2])=[O:27])[N:14]=2)[CH:23]=[CH:22][C:21]=1[O:24][CH3:25])[CH:30]=[CH2:29]. The catalyst class is: 8.